From a dataset of Full USPTO retrosynthesis dataset with 1.9M reactions from patents (1976-2016). Predict the reactants needed to synthesize the given product. (1) The reactants are: Br[C:2]1[C:6]2[CH:7]=[CH:8][CH:9]=[CH:10][C:5]=2[O:4][CH:3]=1.[N+](C1[CH:22]=[CH:21][C:17]([C:18](O)=[O:19])=CC=1)([O-])=O.O1C=CCC1. Given the product [O:4]1[C:5]2[CH:10]=[CH:9][CH:8]=[CH:7][C:6]=2[C:2]([C@@H:18]2[CH:17]=[CH:21][CH2:22][O:19]2)=[CH:3]1, predict the reactants needed to synthesize it. (2) Given the product [C:1]([O:5][C:6]([N:8]1[C@@H:12]([C@@H:13]([OH:27])[C@@H:14]([NH2:24])[CH2:15][C:16]2[CH:17]=[C:18]([F:23])[CH:19]=[C:20]([F:22])[CH:21]=2)[CH2:11][O:10][C:9]1([CH3:29])[CH3:28])=[O:7])([CH3:4])([CH3:2])[CH3:3], predict the reactants needed to synthesize it. The reactants are: [C:1]([O:5][C:6]([N:8]1[C@@H:12]([C@@H:13]([OH:27])[C@@H:14]([N+:24]([O-])=O)[CH2:15][C:16]2[CH:21]=[C:20]([F:22])[CH:19]=[C:18]([F:23])[CH:17]=2)[CH2:11][O:10][C:9]1([CH3:29])[CH3:28])=[O:7])([CH3:4])([CH3:3])[CH3:2].[BH4-].[Na+].O. (3) The reactants are: C(N(CC)CC)C.[O:8]=[C:9]1[N:15]([CH:16]2[CH2:21][CH2:20][N:19]([C:22]([O:24][C@@H:25]([C:39](O)=[O:40])[CH2:26][C:27]3[CH:32]=[C:31]([C:33]([F:36])([F:35])[F:34])[C:30]([NH2:37])=[C:29]([Cl:38])[CH:28]=3)=[O:23])[CH2:18][CH2:17]2)[CH2:14][CH2:13][C:12]2[CH:42]=[CH:43][CH:44]=[CH:45][C:11]=2[NH:10]1.[CH3:46][C:47]1([N:53]2[CH2:58][CH2:57][N:56]([CH2:59][C:60]([O:62][CH2:63][CH3:64])=[O:61])[CH2:55][CH2:54]2)[CH2:52][CH2:51][NH:50][CH2:49][CH2:48]1.CN(C(ON1N=NC2C=CC=CC1=2)=[N+](C)C)C.[B-](F)(F)(F)F. Given the product [O:8]=[C:9]1[N:15]([CH:16]2[CH2:17][CH2:18][N:19]([C:22]([O:24][C@H:25]([CH2:26][C:27]3[CH:32]=[C:31]([C:33]([F:35])([F:34])[F:36])[C:30]([NH2:37])=[C:29]([Cl:38])[CH:28]=3)[C:39]([N:50]3[CH2:51][CH2:52][C:47]([N:53]4[CH2:54][CH2:55][N:56]([CH2:59][C:60]([O:62][CH2:63][CH3:64])=[O:61])[CH2:57][CH2:58]4)([CH3:46])[CH2:48][CH2:49]3)=[O:40])=[O:23])[CH2:20][CH2:21]2)[CH2:14][CH2:13][C:12]2[CH:42]=[CH:43][CH:44]=[CH:45][C:11]=2[NH:10]1, predict the reactants needed to synthesize it. (4) Given the product [N:14]1([C:8]2[CH:7]=[CH:6][C:5]([S:2](=[O:4])(=[O:3])[NH2:30])=[CH:13][C:9]=2[C:10]([OH:12])=[O:11])[CH2:18][CH2:17][CH2:16][CH2:15]1, predict the reactants needed to synthesize it. The reactants are: C[S:2]([C:5]1[CH:6]=[CH:7][C:8]([N:14]2[CH2:18][CH2:17][CH2:16][CH2:15]2)=[C:9]([CH:13]=1)[C:10]([OH:12])=[O:11])(=[O:4])=[O:3].ClC1C=CC(S(=O)(=O)[NH2:30])=CC=1C(O)=O.N1CCCC1. (5) Given the product [CH3:1][N:2]([C:4]1[CH:9]=[CH:8][C:7]([C:10]([F:13])([F:12])[F:11])=[CH:6][C:5]=1[N+:14]([O-:16])=[O:15])[N:3]=[CH:20][C:19]1[C:18]([OH:17])=[CH:25][C:24]([OH:26])=[CH:23][C:22]=1[OH:27], predict the reactants needed to synthesize it. The reactants are: [CH3:1][N:2]([C:4]1[CH:9]=[CH:8][C:7]([C:10]([F:13])([F:12])[F:11])=[CH:6][C:5]=1[N+:14]([O-:16])=[O:15])[NH2:3].[OH:17][C:18]1[CH:25]=[C:24]([OH:26])[CH:23]=[C:22]([OH:27])[C:19]=1[CH:20]=O. (6) Given the product [NH2:11][C:6]1[CH:5]=[CH:4][C:3]([O:2][CH3:1])=[CH:14][C:7]=1[C:8]([NH2:16])=[O:9], predict the reactants needed to synthesize it. The reactants are: [CH3:1][O:2][C:3]1[CH:4]=[CH:5][C:6]2[NH:11]C(=O)[O:9][C:8](=O)[C:7]=2[CH:14]=1.[OH-].[NH4+:16]. (7) Given the product [Br:8][C:17]1[CH:18]=[C:12]([CH:9]([CH3:11])[CH3:10])[C:13]([NH2:14])=[C:15]([CH:19]([CH3:21])[CH3:20])[CH:16]=1, predict the reactants needed to synthesize it. The reactants are: C1C(=O)N([Br:8])C(=O)C1.[CH:9]([C:12]1[CH:18]=[CH:17][CH:16]=[C:15]([CH:19]([CH3:21])[CH3:20])[C:13]=1[NH2:14])([CH3:11])[CH3:10].O. (8) The reactants are: [Cl:1][C:2]1[CH:3]=[C:4]([CH:14]=[CH:15][C:16]=1[Cl:17])[CH2:5][N:6]1[CH:10]=[CH:9][C:8]([N+:11]([O-])=O)=[N:7]1. Given the product [Cl:1][C:2]1[CH:3]=[C:4]([CH:14]=[CH:15][C:16]=1[Cl:17])[CH2:5][N:6]1[CH:10]=[CH:9][C:8]([NH2:11])=[N:7]1, predict the reactants needed to synthesize it. (9) Given the product [C:31]([N:25]1[C:26]([C:27]([F:30])([F:29])[F:28])=[C:22]([C:20]2[CH:19]=[C:4]3[C:3]([C@:2]4([CH3:1])[C:8]([CH3:10])([CH3:9])[C@H:5]3[CH2:6][CH2:7]4)=[N:37][N:36]=2)[CH:23]=[N:24]1)([CH3:34])([CH3:33])[CH3:32], predict the reactants needed to synthesize it. The reactants are: [CH3:1][C:2]12[C:8]([CH3:10])([CH3:9])[CH:5]([CH2:6][CH2:7]1)[C:4](=O)[C:3]2=O.COP([CH2:19][C:20]([C:22]1[CH:23]=[N:24][N:25]([C:31]([CH3:34])([CH3:33])[CH3:32])[C:26]=1[C:27]([F:30])([F:29])[F:28])=O)(=O)OC.O.[NH2:36][NH2:37].